This data is from M1 muscarinic receptor antagonist screen with 61,756 compounds. The task is: Binary Classification. Given a drug SMILES string, predict its activity (active/inactive) in a high-throughput screening assay against a specified biological target. The drug is s1c2nc3CC(OCc3cc2c(N)c1C(O)=O)(CC)C. The result is 0 (inactive).